From a dataset of Full USPTO retrosynthesis dataset with 1.9M reactions from patents (1976-2016). Predict the reactants needed to synthesize the given product. (1) The reactants are: [CH3:1][CH:2]([CH3:8])/[CH:3]=[CH:4]/[C:5]([OH:7])=O.C(Cl)(=O)C(Cl)=O.Cl.[CH3:16][C:17]1[C:22]([CH:23]2[CH2:28][CH2:27][NH:26][CH2:25][CH2:24]2)=[CH:21][CH:20]=[CH:19][N:18]=1.CCN(C(C)C)C(C)C. Given the product [CH3:8][CH:2]([CH3:1])/[CH:3]=[CH:4]/[C:5]([N:26]1[CH2:27][CH2:28][CH:23]([C:22]2[C:17]([CH3:16])=[N:18][CH:19]=[CH:20][CH:21]=2)[CH2:24][CH2:25]1)=[O:7], predict the reactants needed to synthesize it. (2) Given the product [C:1]([O:5][C:6]([N:8]1[CH2:9][CH2:10][N:11]([CH2:14][C:42]2[C:43](=[O:44])[N:38]([CH2:37][C:36]3[C:35]([Cl:34])=[CH:62][CH:61]=[CH:60][C:59]=3[Cl:63])[N:39]=[C:40]([C:51]3[CH:56]=[CH:55][C:54]([F:57])=[C:53]([CH3:58])[CH:52]=3)[CH:41]=2)[CH2:12][CH2:13]1)=[O:7])([CH3:2])([CH3:3])[CH3:4], predict the reactants needed to synthesize it. The reactants are: [C:1]([O:5][C:6]([N:8]1[CH2:13][CH2:12][N:11]([C:14]2C(=O)N(CC(C)C)N=C(C3C=CC(C)=C(F)C=3)C=2C)[CH2:10][CH2:9]1)=[O:7])([CH3:4])([CH3:3])[CH3:2].[Cl:34][C:35]1[CH:62]=[CH:61][CH:60]=[C:59]([Cl:63])[C:36]=1[CH2:37][N:38]1[C:43](=[O:44])[C:42](COS(C)(=O)=O)=[CH:41][C:40]([C:51]2[CH:56]=[CH:55][C:54]([F:57])=[C:53]([CH3:58])[CH:52]=2)=[N:39]1.N1(C(OC(C)(C)C)=O)CCNCC1. (3) Given the product [CH2:15]([O:14][N:13]=[C:11]1[CH2:12][N:8]([C:6](=[O:7])[CH2:27][O:20][C:21]2[CH:22]=[CH:23][CH:24]=[CH:25][CH:26]=2)[C@H:9]([C:17]([NH:42][CH2:41][C:31]2[C:40]3[C:35](=[CH:36][CH:37]=[CH:38][CH:39]=3)[CH:34]=[CH:33][CH:32]=2)=[O:19])[CH2:10]1)[CH3:16], predict the reactants needed to synthesize it. The reactants are: C(O[C:6]([N:8]1[CH2:12][C:11](=[N:13][O:14][CH2:15][CH3:16])[CH2:10][C@H:9]1[C:17]([OH:19])=O)=[O:7])(C)(C)C.[O:20]([CH2:27]C(Cl)=O)[C:21]1[CH:26]=[CH:25][CH:24]=[CH:23][CH:22]=1.[C:31]1([CH2:41][NH2:42])[C:40]2[C:35](=[CH:36][CH:37]=[CH:38][CH:39]=2)[CH:34]=[CH:33][CH:32]=1. (4) Given the product [F:1][C:2]1[C:7]([F:8])=[CH:6][CH:5]=[CH:4][C:3]=1[C:9]1[N:41]=[C:12]2[CH:13]=[N:14][N:15]([CH:17]([C:22]3[O:26][N:25]=[C:24]([C:27]4[CH:32]=[CH:31][C:30]([O:33][CH2:34][CH2:35][CH3:36])=[CH:29][C:28]=4[C:37]([F:38])([F:40])[F:39])[CH:23]=3)[C:18]([O:20][CH2:21][CH2:48][CH2:49][OH:50])=[O:19])[CH:16]=[C:11]2[N:10]=1, predict the reactants needed to synthesize it. The reactants are: [F:1][C:2]1[C:7]([F:8])=[CH:6][CH:5]=[CH:4][C:3]=1[C:9]1[N:41]=[C:12]2[CH:13]=[N:14][N:15]([CH:17]([C:22]3[O:26][N:25]=[C:24]([C:27]4[CH:32]=[CH:31][C:30]([O:33][CH2:34][CH2:35][CH3:36])=[CH:29][C:28]=4[C:37]([F:40])([F:39])[F:38])[CH:23]=3)[C:18]([O:20][CH3:21])=[O:19])[CH:16]=[C:11]2[N:10]=1.C([O-])([O-])=O.[K+].[K+].[CH3:48][C:49](O)=[O:50]. (5) Given the product [Br:1][C:2]1[CH:7]=[C:6]([OH:8])[C:5]2[O:9][CH2:19][CH2:18][O:10][C:4]=2[CH:3]=1, predict the reactants needed to synthesize it. The reactants are: [Br:1][C:2]1[CH:3]=[C:4]([OH:10])[C:5]([OH:9])=[C:6]([OH:8])[CH:7]=1.C([O-])([O-])=O.[K+].[K+].Br[CH2:18][CH2:19]Br. (6) Given the product [Cl:1][C:2]1[CH:9]=[C:8]([N:10]([CH2:16][C:17]2[CH:22]=[CH:21][CH:20]=[CH:19][C:18]=2[Cl:23])[C@H:11]2[CH2:15][CH2:14][N:13]([S:33]([CH2:32][C:28]3[CH:29]=[CH:30][CH:31]=[C:26]([C:25]([F:24])([F:37])[F:38])[CH:27]=3)(=[O:35])=[O:34])[CH2:12]2)[CH:7]=[CH:6][C:3]=1[C:4]#[N:5], predict the reactants needed to synthesize it. The reactants are: [Cl:1][C:2]1[CH:9]=[C:8]([N:10]([CH2:16][C:17]2[CH:22]=[CH:21][CH:20]=[CH:19][C:18]=2[Cl:23])[C@H:11]2[CH2:15][CH2:14][NH:13][CH2:12]2)[CH:7]=[CH:6][C:3]=1[C:4]#[N:5].[F:24][C:25]([F:38])([F:37])[C:26]1[CH:27]=[C:28]([CH2:32][S:33](Cl)(=[O:35])=[O:34])[CH:29]=[CH:30][CH:31]=1. (7) Given the product [CH3:33][O:34][C:35]1[CH:42]=[CH:41][C:38]([CH2:39][NH:40][C:2]2[CH:3]=[C:4]([C:17]3[N:25]=[C:24]([CH3:26])[N:23]=[C:22]4[C:18]=3[N:19]=[CH:20][NH:21]4)[C:5]([NH:8][C:9]3[CH:10]=[N:11][C:12]([O:15][CH3:16])=[CH:13][CH:14]=3)=[N:6][CH:7]=2)=[CH:37][CH:36]=1, predict the reactants needed to synthesize it. The reactants are: Cl[C:2]1[CH:3]=[C:4]([C:17]2[N:25]=[C:24]([CH3:26])[N:23]=[C:22]3[C:18]=2[N:19]=[CH:20][N:21]3C2CCCCO2)[C:5]([NH:8][C:9]2[CH:10]=[N:11][C:12]([O:15][CH3:16])=[CH:13][CH:14]=2)=[N:6][CH:7]=1.[CH3:33][O:34][C:35]1[CH:42]=[CH:41][C:38]([CH2:39][NH2:40])=[CH:37][CH:36]=1.CC(C)([O-])C.[Na+].C(P(C(C)(C)C)C1C=CC=CC=1C1C(C(C)C)=CC(C(C)C)=CC=1C(C)C)(C)(C)C.Cl. (8) Given the product [CH3:14][O:15][C:16]1[C:21]([C:22]2[CH:27]=[CH:26][C:25]([O:28][CH3:29])=[CH:24][CH:23]=2)=[CH:20][C:19]([CH2:30][NH:13][CH:11]([C:4]2[C:5]3[C:10](=[CH:9][CH:8]=[CH:7][CH:6]=3)[N:1]=[CH:2][CH:3]=2)[CH3:12])=[CH:18][CH:17]=1, predict the reactants needed to synthesize it. The reactants are: [N:1]1[C:10]2[C:5](=[CH:6][CH:7]=[CH:8][CH:9]=2)[C:4]([CH:11]([NH2:13])[CH3:12])=[CH:3][CH:2]=1.[CH3:14][O:15][C:16]1[C:21]([C:22]2[CH:27]=[CH:26][C:25]([O:28][CH3:29])=[CH:24][CH:23]=2)=[CH:20][C:19]([CH:30]=O)=[CH:18][CH:17]=1.C(O)(=O)C.C([BH3-])#N.[Na+]. (9) Given the product [Cl:1][C:2]1[C:3]([F:12])=[C:4]([NH:15][C:18](=[O:27])[O:41][C:38]([CH3:40])([CH3:39])[CH3:37])[C:8]([F:11])=[CH:9][CH:10]=1.[Cl:1][C:2]1[C:3]([F:12])=[C:4]([C:8]([F:11])=[CH:9][CH:10]=1)[NH2:34], predict the reactants needed to synthesize it. The reactants are: [Cl:1][C:2]1[C:3]([F:12])=[C:4]([C:8]([F:11])=[CH:9][CH:10]=1)C(O)=O.C([N:15]([CH2:18]C)CC)C.C1(P([N:34]=[N+]=[N-])(C2C=CC=CC=2)=[O:27])C=CC=CC=1.[CH3:37][C:38]([OH:41])([CH3:40])[CH3:39]. (10) Given the product [NH2:9][C:10]1[N:15]=[C:14]([NH:1][C@@H:2]([CH2:6][CH2:7][CH3:8])[CH2:3][CH2:4][OH:5])[C:13]([CH2:17][C:18]2[CH:23]=[CH:22][C:21]([CH2:24][C:25]#[N:26])=[CH:20][C:19]=2[F:27])=[C:12]([CH3:28])[N:11]=1, predict the reactants needed to synthesize it. The reactants are: [NH2:1][C@@H:2]([CH2:6][CH2:7][CH3:8])[CH2:3][CH2:4][OH:5].[NH2:9][C:10]1[N:15]=[C:14](Cl)[C:13]([CH2:17][C:18]2[CH:23]=[CH:22][C:21]([CH2:24][C:25]#[N:26])=[CH:20][C:19]=2[F:27])=[C:12]([CH3:28])[N:11]=1.